Dataset: Full USPTO retrosynthesis dataset with 1.9M reactions from patents (1976-2016). Task: Predict the reactants needed to synthesize the given product. (1) The reactants are: [CH2:1]([O:3][CH:4]([O:14][CH2:15][CH3:16])[CH2:5][O:6][C:7]1[CH:8]=[CH:9][C:10](F)=[N:11][CH:12]=1)[CH3:2].CC(C)([O-])C.[K+].[CH3:23][C:24]1[N:25]=[CH:26][C:27]([NH:30][C:31]2[C:40]3[C:35](=[CH:36][CH:37]=[C:38]([OH:41])[CH:39]=3)[N:34]=[CH:33][N:32]=2)=[N:28][CH:29]=1. Given the product [CH2:1]([O:3][CH:4]([O:14][CH2:15][CH3:16])[CH2:5][O:6][C:7]1[CH:8]=[CH:9][C:10]([O:41][C:38]2[CH:39]=[C:40]3[C:35](=[CH:36][CH:37]=2)[N:34]=[CH:33][N:32]=[C:31]3[NH:30][C:27]2[CH:26]=[N:25][C:24]([CH3:23])=[CH:29][N:28]=2)=[N:11][CH:12]=1)[CH3:2], predict the reactants needed to synthesize it. (2) Given the product [Br:16][C:13]1[CH:12]=[CH:11][C:10]2[O:9][C:8]3[C:3](=[CH:4][C:5]([I:17])=[CH:6][CH:7]=3)[C@:2]3([CH2:18][O:19][CH2:21][C:22](=[O:23])[NH:1]3)[C:15]=2[CH:14]=1, predict the reactants needed to synthesize it. The reactants are: [NH2:1][C@@:2]1([CH2:18][OH:19])[C:15]2[CH:14]=[C:13]([Br:16])[CH:12]=[CH:11][C:10]=2[O:9][C:8]2[C:3]1=[CH:4][C:5]([I:17])=[CH:6][CH:7]=2.Cl[CH2:21][C:22](Cl)=[O:23].CC(C)([O-])C.[K+]. (3) The reactants are: [CH3:1][O:2][C:3]1([C:9]#[C:10][Si](C)(C)C)[CH2:8][CH2:7][O:6][CH2:5][CH2:4]1.[F-].C([N+](CCCC)(CCCC)CCCC)CCC. Given the product [C:9]([C:3]1([O:2][CH3:1])[CH2:8][CH2:7][O:6][CH2:5][CH2:4]1)#[CH:10], predict the reactants needed to synthesize it. (4) Given the product [C:1]([O:5][C:6]([N:8]1[CH2:9][C@@H:10]([CH2:18][N:19]([CH:36]([CH3:37])[CH3:38])[C:20](=[O:35])[C:21]2[CH:26]=[CH:25][C:24]([O:27][CH3:28])=[C:23]([O:29][CH2:30][CH2:31][CH2:32][O:33][CH3:34])[CH:22]=2)[C@@H:11]([NH:46][CH2:39][C:40]2[CH:45]=[CH:44][CH:43]=[CH:42][CH:41]=2)[CH2:12]1)=[O:7])([CH3:2])([CH3:3])[CH3:4], predict the reactants needed to synthesize it. The reactants are: [C:1]([O:5][C:6]([N:8]1[CH2:12][C@@H:11](OS(C)(=O)=O)[C@H:10]([CH2:18][N:19]([CH:36]([CH3:38])[CH3:37])[C:20](=[O:35])[C:21]2[CH:26]=[CH:25][C:24]([O:27][CH3:28])=[C:23]([O:29][CH2:30][CH2:31][CH2:32][O:33][CH3:34])[CH:22]=2)[CH2:9]1)=[O:7])([CH3:4])([CH3:3])[CH3:2].[CH2:39]([NH2:46])[C:40]1[CH:45]=[CH:44][CH:43]=[CH:42][CH:41]=1.C([O-])([O-])=O.[K+].[K+].O. (5) Given the product [Cl:1][C:2]1[CH:3]=[C:4]2[C:12](=[C:13]([NH:15][C:16]([C@@H:18]3[CH2:23][O:22][C:21]([CH3:24])([CH3:25])[CH2:20][N:19]3[CH2:26][C@@H:27]([NH:31][C:16]([CH:18]3[CH2:33][CH2:32][O:35][CH2:23]3)=[O:17])[CH:28]([CH3:29])[CH3:30])=[O:17])[CH:14]=1)[NH:11][C:10]1[CH:9]=[N:8][CH:7]=[CH:6][C:5]2=1, predict the reactants needed to synthesize it. The reactants are: [Cl:1][C:2]1[CH:3]=[C:4]2[C:12](=[C:13]([NH:15][C:16]([CH:18]3[CH2:23][O:22][C:21]([CH3:25])([CH3:24])[CH2:20][N:19]3[CH2:26][CH:27]([NH2:31])[CH:28]([CH3:30])[CH3:29])=[O:17])[CH:14]=1)[NH:11][C:10]1[CH:9]=[N:8][CH:7]=[CH:6][C:5]2=1.[C:32]([O-:35])(=O)[CH3:33].[NH4+]. (6) Given the product [Cl:1][C:2]1[CH:3]=[CH:4][C:5]([CH2:6][C:7]2[C:15]3[C:10](=[CH:11][CH:12]=[CH:13][C:14]=3[S:16]([CH3:18])=[O:17])[N:9]3[CH2:19][CH2:20][CH2:21][CH:22]([CH2:23][C:24]([OH:26])=[O:25])[C:8]=23)=[CH:29][CH:30]=1, predict the reactants needed to synthesize it. The reactants are: [Cl:1][C:2]1[CH:30]=[CH:29][C:5]([CH2:6][C:7]2[C:15]3[C:10](=[CH:11][CH:12]=[CH:13][C:14]=3[S:16]([CH3:18])=[O:17])[N:9]3[CH2:19][CH2:20][CH2:21][CH:22]([CH2:23][C:24]([O:26]CC)=[O:25])[C:8]=23)=[CH:4][CH:3]=1.C1COCC1.CO.[Li+].[OH-].